From a dataset of Catalyst prediction with 721,799 reactions and 888 catalyst types from USPTO. Predict which catalyst facilitates the given reaction. (1) Reactant: C([N:4]1[C:12]2[C:7](=[CH:8][CH:9]=[CH:10][CH:11]=2)[C:6](O)=[CH:5]1)(=O)C.[N+:14]([C:17]1[CH:23]=[CH:22][C:20]([NH2:21])=[CH:19][CH:18]=1)([O-:16])=[O:15]. Product: [N+:14]([C:17]1[CH:23]=[CH:22][C:20]([NH:21][C:6]2[C:7]3[C:12](=[CH:11][CH:10]=[CH:9][CH:8]=3)[NH:4][CH:5]=2)=[CH:19][CH:18]=1)([O-:16])=[O:15]. The catalyst class is: 15. (2) Reactant: FC(F)(F)C(O)=O.C(OC([N:15]1[CH2:35][CH2:34][C:18]2[N:19]=[C:20]([NH:23][C:24](=[O:33])[C:25]3[CH:30]=[CH:29][C:28]([CH2:31][CH3:32])=[CH:27][CH:26]=3)[N:21]=[CH:22][C:17]=2[CH2:16]1)=O)(C)(C)C.C(N(CC)CC)C.[S:43]1[CH:47]=[CH:46][C:45]([S:48](Cl)(=[O:50])=[O:49])=[CH:44]1. Product: [CH2:31]([C:28]1[CH:27]=[CH:26][C:25]([C:24]([NH:23][C:20]2[N:21]=[CH:22][C:17]3[CH2:16][N:15]([S:48]([C:45]4[CH:46]=[CH:47][S:43][CH:44]=4)(=[O:50])=[O:49])[CH2:35][CH2:34][C:18]=3[N:19]=2)=[O:33])=[CH:30][CH:29]=1)[CH3:32]. The catalyst class is: 2. (3) Reactant: Cl[C:2]1[N:3]=[CH:4][C:5]2[N:11]([CH3:12])[C:10](=[O:13])[C:9]([CH3:15])([CH3:14])[CH2:8][N:7]([CH:16]3[CH2:20][CH2:19][CH2:18][CH2:17]3)[C:6]=2[N:21]=1.[NH2:22][C:23]1[CH:31]=[CH:30][C:26]([C:27]([OH:29])=[O:28])=[CH:25][C:24]=1[O:32][CH3:33].Cl. Product: [CH:16]1([N:7]2[CH2:8][C:9]([CH3:15])([CH3:14])[C:10](=[O:13])[N:11]([CH3:12])[C:5]3[CH:4]=[N:3][C:2]([NH:22][C:23]4[CH:31]=[CH:30][C:26]([C:27]([OH:29])=[O:28])=[CH:25][C:24]=4[O:32][CH3:33])=[N:21][C:6]2=3)[CH2:20][CH2:19][CH2:18][CH2:17]1. The catalyst class is: 8.